Dataset: Catalyst prediction with 721,799 reactions and 888 catalyst types from USPTO. Task: Predict which catalyst facilitates the given reaction. Reactant: Cl[C:2]1[N:7]=[C:6]([NH:8][C:9]2[CH:14]=[CH:13][C:12]([N:15]3[CH:19]=[C:18]([CH3:20])[N:17]=[CH:16]3)=[C:11]([O:21][CH3:22])[CH:10]=2)[N:5]=[C:4]([N:23]([CH3:25])[CH3:24])[N:3]=1.[OH:26][C:27]1[CH:32]=[CH:31][CH:30]=[CH:29][C:28]=1[C:33]([F:36])([F:35])[F:34].C(=O)([O-])[O-].[K+].[K+]. Product: [CH3:22][O:21][C:11]1[CH:10]=[C:9]([NH:8][C:6]2[N:5]=[C:4]([N:23]([CH3:25])[CH3:24])[N:3]=[C:2]([O:26][C:27]3[CH:32]=[CH:31][CH:30]=[CH:29][C:28]=3[C:33]([F:34])([F:35])[F:36])[N:7]=2)[CH:14]=[CH:13][C:12]=1[N:15]1[CH:19]=[C:18]([CH3:20])[N:17]=[CH:16]1. The catalyst class is: 47.